From a dataset of Reaction yield outcomes from USPTO patents with 853,638 reactions. Predict the reaction yield, written as a fraction of the theoretical maximum amount of product (1.0 means a 100% yield; for example, 0.34 means a 34% yield). (1) The reactants are [CH:1]1([N:7]2[C:15]3[C:14](=[O:16])[NH:13][C:12]([C:17]4[CH:22]=[CH:21][C:20]([N:23]([CH3:29])[CH2:24][CH2:25][CH2:26][NH:27][CH3:28])=[CH:19][C:18]=4[O:30][CH3:31])=[N:11][C:10]=3[C:9]([CH3:32])=[N:8]2)[CH2:6][CH2:5][CH2:4][CH2:3][CH2:2]1.[C:33]([OH:40])(=[O:39])/[CH:34]=[CH:35]/[C:36]([OH:38])=[O:37]. No catalyst specified. The product is [C:33]([OH:40])(=[O:39])/[CH:34]=[CH:35]/[C:36]([OH:38])=[O:37].[CH:1]1([N:7]2[C:15]3[C:14](=[O:16])[NH:13][C:12]([C:17]4[CH:22]=[CH:21][C:20]([N:23]([CH3:29])[CH2:24][CH2:25][CH2:26][NH:27][CH3:28])=[CH:19][C:18]=4[O:30][CH3:31])=[N:11][C:10]=3[C:9]([CH3:32])=[N:8]2)[CH2:2][CH2:3][CH2:4][CH2:5][CH2:6]1. The yield is 0.840. (2) The reactants are F[C:2]1[CH:3]=[C:4]2[C:9](=[CH:10][CH:11]=1)[C:8](=[O:12])[CH2:7][CH2:6][CH2:5]2.[C:13]1([SH:19])[CH:18]=[CH:17][CH:16]=[CH:15][CH:14]=1.C([O-])([O-])=O.[K+].[K+].O. The catalyst is CN1C(=O)CCC1.CCOC(C)=O. The product is [C:13]1([S:19][C:2]2[CH:3]=[C:4]3[C:9](=[CH:10][CH:11]=2)[C:8](=[O:12])[CH2:7][CH2:6][CH2:5]3)[CH:18]=[CH:17][CH:16]=[CH:15][CH:14]=1. The yield is 0.943. (3) The reactants are [CH3:1][N:2]1[C:15]2[C:6]([CH:7]=[CH:8][C:9]3[NH:19][CH2:18][CH:17]=[C:11]4[NH:12][C:13](=[O:16])[C:14]=2[C:10]=34)=[C:5]([CH2:20][S:21]([CH3:24])(=[O:23])=[O:22])[CH:4]=[CH:3]1.O=[C:26]1[CH2:31][CH2:30][N:29]([C:32]([O:34][C:35]([CH3:38])([CH3:37])[CH3:36])=[O:33])[CH2:28][CH2:27]1.ClC(Cl)C.C(O)(=O)C.[Na]. No catalyst specified. The product is [CH3:1][N:2]1[C:15]2[C:6]([CH:7]=[CH:8][C:9]3[N:19]([CH:26]4[CH2:31][CH2:30][N:29]([C:32]([O:34][C:35]([CH3:38])([CH3:37])[CH3:36])=[O:33])[CH2:28][CH2:27]4)[CH2:18][CH:17]=[C:11]4[NH:12][C:13](=[O:16])[C:14]=2[C:10]=34)=[C:5]([CH2:20][S:21]([CH3:24])(=[O:23])=[O:22])[CH:4]=[CH:3]1. The yield is 0.840. (4) The reactants are [CH:1]([C:4]1[CH:8]=[C:7]([NH2:9])[N:6]([C:10]2[CH:11]=[N:12][CH:13]=[CH:14][CH:15]=2)[N:5]=1)([CH3:3])[CH3:2].C(=O)([O-])[O-].[K+].[K+].Cl[C:23]([O:25][C:26]1[CH:31]=[CH:30][CH:29]=[CH:28][CH:27]=1)=[O:24]. The catalyst is C(Cl)Cl. The product is [CH:1]([C:4]1[CH:8]=[C:7]([NH:9][C:23](=[O:24])[O:25][C:26]2[CH:31]=[CH:30][CH:29]=[CH:28][CH:27]=2)[N:6]([C:10]2[CH:11]=[N:12][CH:13]=[CH:14][CH:15]=2)[N:5]=1)([CH3:3])[CH3:2]. The yield is 0.760. (5) The reactants are Br[C:2]1[CH:3]=[CH:4][C:5]2[N:6]([C:15]3[CH:20]=[CH:19][CH:18]=[CH:17][CH:16]=3)[C:7]3[C:12]([C:13]=2[CH:14]=1)=[CH:11][CH:10]=[CH:9][CH:8]=3.C([Li])CCC.C(O[B:30]1[O:34][C:33]([CH3:36])([CH3:35])[C:32]([CH3:38])([CH3:37])[O:31]1)(C)C.O. The catalyst is C1COCC1. The product is [C:5]1([N:6]2[C:15]3[CH:20]=[CH:19][C:18]([B:30]4[O:34][C:33]([CH3:36])([CH3:35])[C:32]([CH3:38])([CH3:37])[O:31]4)=[CH:17][C:16]=3[C:12]3[C:7]2=[CH:8][CH:9]=[CH:10][CH:11]=3)[CH:4]=[CH:3][CH:2]=[CH:14][CH:13]=1. The yield is 0.830. (6) The reactants are [CH2:1]([C:3]1[C:11]2[N:10]=[CH:9][NH:8][C:7]=2[CH:6]=[CH:5][C:4]=1[C:12]#[N:13])[CH3:2].[O:14]1[CH2:19][CH2:18][CH2:17][CH2:16][CH2:15]1.C1(C)C=CC(S([O-])(=O)=O)=CC=1.[NH+]1C=CC=CC=1. The catalyst is C1(C)C=CC=CC=1. The product is [CH2:1]([C:3]1[C:11]2[N:10]=[CH:9][N:8]([CH:15]3[CH2:16][CH2:17][CH2:18][CH2:19][O:14]3)[C:7]=2[CH:6]=[CH:5][C:4]=1[C:12]#[N:13])[CH3:2]. The yield is 0.690. (7) The reactants are FC(F)(F)C(O)=O.[CH3:8][C:9]1[CH:14]=[C:13]([C:15]2[N:19](C3CCCCO3)[CH:18]=[N:17][N:16]=2)[CH:12]=[CH:11][C:10]=1[C:26]1[N:31]=[C:30]2[NH:32][C:33]3([CH2:38][CH2:37]3)[C:34](=[O:36])[NH:35][C:29]2=[N:28][CH:27]=1.CC1C=C(C2N(C3CCCCO3)C=NN=2)C=CC=1B1OC(C)(C)C(C)(C)O1.BrC1N=C2NC3(CC3)C(=O)NC2=NC=1.ClCCl.C(=O)([O-])[O-].[Na+].[Na+]. The catalyst is C1C=CC(P(C2C=CC=CC=2)[C-]2C=CC=C2)=CC=1.C1C=CC(P(C2C=CC=CC=2)[C-]2C=CC=C2)=CC=1.Cl[Pd]Cl.[Fe+2].C(O)(C)C.O1CCOCC1. The product is [CH3:8][C:9]1[CH:14]=[C:13]([C:15]2[NH:19][CH:18]=[N:17][N:16]=2)[CH:12]=[CH:11][C:10]=1[C:26]1[N:31]=[C:30]2[NH:32][C:33]3([CH2:37][CH2:38]3)[C:34](=[O:36])[NH:35][C:29]2=[N:28][CH:27]=1. The yield is 0.380. (8) The reactants are Cl.[NH2:2][C:3]1[N:4]=[C:5]2[CH:10]=[CH:9][C:8]([O:11][C:12]3[CH:13]=[CH:14][C:15]([CH3:28])=[C:16]([NH:18][C:19]([C:21]4[N:25]([CH3:26])[N:24]=[C:23]([CH3:27])[CH:22]=4)=[O:20])[CH:17]=3)=[N:7][N:6]2[CH:29]=1.[CH2:30]([N:32]=[C:33]=[O:34])[CH3:31].C(OCC)(=O)C.O1CCCC1.O. The catalyst is N1C=CC=CC=1. The product is [CH2:30]([NH:32][C:33]([NH:2][C:3]1[N:4]=[C:5]2[CH:10]=[CH:9][C:8]([O:11][C:12]3[CH:13]=[CH:14][C:15]([CH3:28])=[C:16]([NH:18][C:19]([C:21]4[N:25]([CH3:26])[N:24]=[C:23]([CH3:27])[CH:22]=4)=[O:20])[CH:17]=3)=[N:7][N:6]2[CH:29]=1)=[O:34])[CH3:31]. The yield is 0.720. (9) The reactants are [CH3:1][O:2][C@H:3]([CH3:9])[C@@H:4]([C:6]([OH:8])=[O:7])[NH2:5].[OH-].[Na+].Cl[C:13]([O:15][CH3:16])=[O:14].Cl. The catalyst is O. The product is [CH3:1][O:2][C@H:3]([CH3:9])[C@H:4]([NH:5][C:13]([O:15][CH3:16])=[O:14])[C:6]([OH:8])=[O:7]. The yield is 0.970.